Dataset: Reaction yield outcomes from USPTO patents with 853,638 reactions. Task: Predict the reaction yield, written as a fraction of the theoretical maximum amount of product (1.0 means a 100% yield; for example, 0.34 means a 34% yield). The reactants are [CH3:1][O:2][C:3]1[CH:4]=[C:5]([CH:14]=[CH2:15])[CH:6]=[C:7]([O:12][CH3:13])[C:8]=1[CH2:9][CH2:10][CH3:11].Br[C:17]1[CH:18]=[C:19]([CH:23]=[CH:24][CH:25]=1)[C:20]([OH:22])=[O:21].COC1C=C(C=CC2C=CC(C(O)=O)=CC=2)C=C(OC)C=1CCC. No catalyst specified. The product is [CH3:13][O:12][C:7]1[CH:6]=[C:5]([CH:14]=[CH:15][C:17]2[CH:18]=[C:19]([CH:23]=[CH:24][CH:25]=2)[C:20]([OH:22])=[O:21])[CH:4]=[C:3]([O:2][CH3:1])[C:8]=1[CH2:9][CH2:10][CH3:11]. The yield is 0.770.